This data is from Catalyst prediction with 721,799 reactions and 888 catalyst types from USPTO. The task is: Predict which catalyst facilitates the given reaction. (1) Reactant: [CH3:1][O:2][C:3]1[C:4](=[O:36])[C:5]([CH3:35])=[C:6]([CH2:12][C:13]2[CH:14]=[CH:15][C:16]([O:31]C(=O)C)=[C:17]([CH:30]=2)[C:18]([NH:20][C:21]2[CH:26]=[CH:25][C:24]([C:27](=[O:29])[CH3:28])=[CH:23][CH:22]=2)=[O:19])[C:7](=[O:11])[C:8]=1[O:9][CH3:10].C(=O)([O-])O.[Na+]. Product: [CH3:1][O:2][C:3]1[C:4](=[O:36])[C:5]([CH3:35])=[C:6]([CH2:12][C:13]2[CH:14]=[CH:15][C:16]([OH:31])=[C:17]([CH:30]=2)[C:18]([NH:20][C:21]2[CH:22]=[CH:23][C:24]([C:27](=[O:29])[CH3:28])=[CH:25][CH:26]=2)=[O:19])[C:7](=[O:11])[C:8]=1[O:9][CH3:10]. The catalyst class is: 24. (2) Reactant: [Br:1][C:2]1[C:3]([C:10]([O:12]C)=O)=[N:4][C:5]([S:8][CH3:9])=[N:6][CH:7]=1.[CH2:14]([NH2:17])[CH:15]=[CH2:16]. Product: [CH2:14]([NH:17][C:10]([C:3]1[C:2]([Br:1])=[CH:7][N:6]=[C:5]([S:8][CH3:9])[N:4]=1)=[O:12])[CH:15]=[CH2:16]. The catalyst class is: 5. (3) Reactant: [CH2:1]([C:5]1[O:6][C:7]2[CH:22]=[CH:21][C:20]([N+:23]([O-:25])=[O:24])=[CH:19][C:8]=2[C:9]=1[C:10](=[O:18])[C:11]1[CH:16]=[CH:15][C:14]([OH:17])=[CH:13][CH:12]=1)[CH2:2][CH2:3][CH3:4].C(=O)([O-])[O-].[K+].[K+].Cl[CH2:33][CH2:34][CH2:35][N:36]([CH2:41][CH2:42][CH2:43][CH3:44])[CH2:37][CH2:38][CH2:39][CH3:40].[OH-].[Na+]. Product: [CH2:1]([C:5]1[O:6][C:7]2[CH:22]=[CH:21][C:20]([N+:23]([O-:25])=[O:24])=[CH:19][C:8]=2[C:9]=1[C:10](=[O:18])[C:11]1[CH:12]=[CH:13][C:14]([O:17][CH2:33][CH2:34][CH2:35][N:36]([CH2:41][CH2:42][CH2:43][CH3:44])[CH2:37][CH2:38][CH2:39][CH3:40])=[CH:15][CH:16]=1)[CH2:2][CH2:3][CH3:4]. The catalyst class is: 10.